This data is from Full USPTO retrosynthesis dataset with 1.9M reactions from patents (1976-2016). The task is: Predict the reactants needed to synthesize the given product. (1) Given the product [ClH:36].[CH3:35][N:2]([CH3:1])[C:3]1([C:29]2[CH:30]=[CH:31][CH:32]=[CH:33][CH:34]=2)[CH2:8][CH2:7][C:6](=[CH:9][C:10]([N:12]2[CH2:13][CH:14]=[C:15]([C:18]3[C:26]4[C:21](=[CH:22][CH:23]=[C:24]([O:27][CH3:28])[CH:25]=4)[NH:20][CH:19]=3)[CH2:16][CH2:17]2)=[O:11])[CH2:5][CH2:4]1, predict the reactants needed to synthesize it. The reactants are: [CH3:1][N:2]([CH3:35])[C:3]1([C:29]2[CH:34]=[CH:33][CH:32]=[CH:31][CH:30]=2)[CH2:8][CH2:7][C:6](=[CH:9][C:10]([N:12]2[CH2:17][CH:16]=[C:15]([C:18]3[C:26]4[C:21](=[CH:22][CH:23]=[C:24]([O:27][CH3:28])[CH:25]=4)[NH:20][CH:19]=3)[CH2:14][CH2:13]2)=[O:11])[CH2:5][CH2:4]1.[ClH:36]. (2) The reactants are: [F:1][C:2]([F:24])([F:23])[O:3][C:4]1[CH:5]=[C:6]([C:10]([C:12]2[CH:17]=[CH:16][CH:15]=[C:14]([O:18][C:19]([F:22])([F:21])[F:20])[CH:13]=2)=O)[CH:7]=[CH:8][CH:9]=1.CC1C=CC(S([CH2:35][N+:36]#[C-])(=O)=O)=CC=1.CC([O-])(C)C.[K+].CC(O)(C)C. Given the product [F:1][C:2]([F:24])([F:23])[O:3][C:4]1[CH:5]=[C:6]([CH:10]([C:12]2[CH:17]=[CH:16][CH:15]=[C:14]([O:18][C:19]([F:22])([F:21])[F:20])[CH:13]=2)[C:35]#[N:36])[CH:7]=[CH:8][CH:9]=1, predict the reactants needed to synthesize it. (3) Given the product [F:17][C:18]1[CH:19]=[C:20]([CH:23]=[CH:24][CH:25]=1)[CH2:21][O:15][C:11]1[CH:10]=[C:9]([B:4]2[O:3][C:2]([CH3:16])([CH3:1])[C:6]([CH3:7])([CH3:8])[O:5]2)[CH:14]=[CH:13][CH:12]=1, predict the reactants needed to synthesize it. The reactants are: [CH3:1][C:2]1([CH3:16])[C:6]([CH3:8])([CH3:7])[O:5][B:4]([C:9]2[CH:10]=[C:11]([OH:15])[CH:12]=[CH:13][CH:14]=2)[O:3]1.[F:17][C:18]1[CH:19]=[C:20]([CH:23]=[CH:24][CH:25]=1)[CH2:21]Br.C([O-])([O-])=O.[Cs+].[Cs+].CN(C=O)C. (4) Given the product [O:1]1[CH2:2][CH2:3][N:4]([C:7]2[N:8]=[CH:9][C:10]3[CH:16]=[C:15]([C:17]([OH:19])=[O:18])[C:14](=[O:21])[NH:13][C:11]=3[N:12]=2)[CH2:5][CH2:6]1, predict the reactants needed to synthesize it. The reactants are: [O:1]1[CH2:6][CH2:5][N:4]([C:7]2[N:8]=[CH:9][C:10]3[CH:16]=[C:15]([C:17]([O:19]C)=[O:18])[C:14](=[O:21])[NH:13][C:11]=3[N:12]=2)[CH2:3][CH2:2]1. (5) The reactants are: [Cl-].[Ce+3].[Cl-].[Cl-].[CH:5]1([Mg]Br)[CH2:7][CH2:6]1.C1COCC1.[CH3:15][C@H:16]1[C:20](=[O:21])[CH2:19][CH2:18][N:17]1[C:22]([O:24][CH2:25][C:26]1[CH:31]=[CH:30][CH:29]=[CH:28][CH:27]=1)=[O:23]. Given the product [CH:5]1([C@:20]2([OH:21])[CH2:19][CH2:18][N:17]([C:22]([O:24][CH2:25][C:26]3[CH:27]=[CH:28][CH:29]=[CH:30][CH:31]=3)=[O:23])[C@H:16]2[CH3:15])[CH2:7][CH2:6]1, predict the reactants needed to synthesize it. (6) Given the product [NH:32]1[C:33]2[CH:38]=[CH:37][CH:36]=[CH:35][C:34]=2[N:30]=[C:31]1[C:39]1[C:47]2[C:42](=[CH:43][CH:44]=[C:45]([NH:48][C:5](=[O:7])[C:4]3[CH:8]=[CH:9][CH:10]=[C:2]([F:1])[CH:3]=3)[CH:46]=2)[N:41]([CH:49]2[CH2:54][CH2:53][CH2:52][CH2:51][O:50]2)[N:40]=1, predict the reactants needed to synthesize it. The reactants are: [F:1][C:2]1[CH:3]=[C:4]([CH:8]=[CH:9][CH:10]=1)[C:5]([OH:7])=O.C1C=CC2N(O)N=NC=2C=1.C(Cl)CCl.C(=O)(O)[O-].[Na+].[NH:30]1[C:34]2[CH:35]=[CH:36][CH:37]=[CH:38][C:33]=2[N:32]=[C:31]1[C:39]1[C:47]2[C:42](=[CH:43][CH:44]=[C:45]([NH2:48])[CH:46]=2)[N:41]([CH:49]2[CH2:54][CH2:53][CH2:52][CH2:51][O:50]2)[N:40]=1. (7) Given the product [S:13]1[CH:14]=[CH:15][C:11]([N:8]2[CH:9]=[CH:10][C:5]([CH:4]=[O:19])=[CH:6][C:7]2=[O:16])=[CH:12]1, predict the reactants needed to synthesize it. The reactants are: CN(C)C=[CH:4][C:5]1[CH:10]=[CH:9][N:8]([C:11]2[CH:15]=[CH:14][S:13][CH:12]=2)[C:7](=[O:16])[CH:6]=1.I([O-])(=O)(=O)=[O:19].[Na+]. (8) The reactants are: [CH3:1][C:2]1[N:6]=[C:5]([C:7]2[CH:8]=[N:9][NH:10][C:11]=2[NH2:12])[O:4][N:3]=1.[CH2:13]([N:15]1[C:23]2[C:18](=[CH:19][CH:20]=[C:21]([C:24](=O)[CH2:25][C:26](OCC)=[O:27])[CH:22]=2)[CH:17]=[N:16]1)[CH3:14].CC1C=CC(S(O)(=O)=O)=CC=1. Given the product [CH2:13]([N:15]1[C:23]2[C:18](=[CH:19][CH:20]=[C:21]([C:24]3[NH:12][C:11]4[N:10]([N:9]=[CH:8][C:7]=4[C:5]4[O:4][N:3]=[C:2]([CH3:1])[N:6]=4)[C:26](=[O:27])[CH:25]=3)[CH:22]=2)[CH:17]=[N:16]1)[CH3:14], predict the reactants needed to synthesize it. (9) The reactants are: [CH:1]1([N:7]2[CH2:13][C:12]([CH3:15])([CH3:14])[C:11](=[O:16])[N:10]([CH3:17])[C:9]3[CH:18]=[N:19][C:20]([NH:22][C:23]4[CH:31]=[CH:30][C:26]([C:27]([OH:29])=O)=[CH:25][C:24]=4[O:32][CH3:33])=[N:21][C:8]2=3)[CH2:6][CH2:5][CH2:4][CH2:3][CH2:2]1.[CH:34]1([N:39]2[CH2:44][CH2:43][N:42]([NH2:45])[CH2:41][CH2:40]2)[CH2:38][CH2:37][CH2:36][CH2:35]1. Given the product [CH:1]1([N:7]2[CH2:13][C:12]([CH3:15])([CH3:14])[C:11](=[O:16])[N:10]([CH3:17])[C:9]3[CH:18]=[N:19][C:20]([NH:22][C:23]4[CH:31]=[CH:30][C:26]([C:27]([NH:45][N:42]5[CH2:41][CH2:40][N:39]([CH:34]6[CH2:38][CH2:37][CH2:36][CH2:35]6)[CH2:44][CH2:43]5)=[O:29])=[CH:25][C:24]=4[O:32][CH3:33])=[N:21][C:8]2=3)[CH2:6][CH2:5][CH2:4][CH2:3][CH2:2]1, predict the reactants needed to synthesize it. (10) Given the product [C:1]([OH:4])(=[O:3])[CH3:2].[C:40]([C:39]1[CH:38]=[CH:37][C:36]([C:19]2[CH:18]=[CH:17][C:16]([C:21]3[NH:25][C:24]4[CH:26]=[CH:27][C:28]([C:30]([NH2:32])=[NH:31])=[CH:29][C:23]=4[N:22]=3)=[CH:15][CH:14]=2)=[CH:35][C:34]=1[F:33])(=[NH:41])[NH2:44], predict the reactants needed to synthesize it. The reactants are: [C:1]([OH:4])(=[O:3])[CH3:2].C(C1C=CC([C:14]2[CH:19]=[CH:18][C:17](O)=[C:16]([C:21]3[NH:25][C:24]4[CH:26]=[CH:27][C:28]([C:30]([NH2:32])=[NH:31])=[CH:29][C:23]=4[N:22]=3)[CH:15]=2)=CC=1)(=N)N.[F:33][C:34]1[CH:35]=[C:36](C2C=CC(C(=N)NO)=CC=2)[CH:37]=[CH:38][C:39]=1[C:40]1[NH:44]C2C=CC(C(NO)=N)=CC=2[N:41]=1.